From a dataset of Full USPTO retrosynthesis dataset with 1.9M reactions from patents (1976-2016). Predict the reactants needed to synthesize the given product. Given the product [CH:17]1([N:16]2[C:11]3[C:10](=[O:24])[NH:9][C:8]([C:5]4[CH:6]=[CH:7][C:2]([N:28]5[CH2:33][CH2:32][NH:31][CH2:30][CH2:29]5)=[CH:3][C:4]=4[O:25][CH2:26][CH3:27])=[N:13][C:12]=3[C:14]([CH3:23])=[N:15]2)[CH2:22][CH2:21][CH2:20][CH2:19][CH2:18]1, predict the reactants needed to synthesize it. The reactants are: Br[C:2]1[CH:7]=[CH:6][C:5]([C:8]2[NH:9][C:10](=[O:24])[C:11]3[N:16]([CH:17]4[CH2:22][CH2:21][CH2:20][CH2:19][CH2:18]4)[N:15]=[C:14]([CH3:23])[C:12]=3[N:13]=2)=[C:4]([O:25][CH2:26][CH3:27])[CH:3]=1.[NH:28]1[CH2:33][CH2:32][NH:31][CH2:30][CH2:29]1.